From a dataset of Reaction yield outcomes from USPTO patents with 853,638 reactions. Predict the reaction yield, written as a fraction of the theoretical maximum amount of product (1.0 means a 100% yield; for example, 0.34 means a 34% yield). (1) The reactants are Br[C:2]1[CH:3]=[C:4]([CH3:13])[C:5]2[O:6][CH2:7][C:8](=[O:12])[NH:9][C:10]=2[N:11]=1.[CH3:14][C@H:15]1[O:20][CH2:19][C@@H:18]([C:21]2[CH:26]=[CH:25][CH:24]=[CH:23][CH:22]=2)[NH:17][CH2:16]1. No catalyst specified. The product is [CH3:13][C:4]1[C:5]2[O:6][CH2:7][C:8](=[O:12])[NH:9][C:10]=2[N:11]=[C:2]([N:17]2[C@H:18]([C:21]3[CH:26]=[CH:25][CH:24]=[CH:23][CH:22]=3)[CH2:19][O:20][C@H:15]([CH3:14])[CH2:16]2)[CH:3]=1. The yield is 0.0450. (2) The reactants are CC(C[AlH]CC(C)C)C.[I:10][C:11]1[CH:12]=[C:13]([C:17]2[O:21][N:20]=[C:19]([C:22](OC)=[O:23])[CH:18]=2)[CH:14]=[CH:15][CH:16]=1. The catalyst is C1(C)C=CC=CC=1.C1COCC1. The product is [I:10][C:11]1[CH:12]=[C:13]([C:17]2[O:21][N:20]=[C:19]([CH2:22][OH:23])[CH:18]=2)[CH:14]=[CH:15][CH:16]=1. The yield is 0.956. (3) The reactants are [C:1]1([O:7][P:8]([O:17][C@@H:18]2[C@@H:23]([CH2:24][O:25][C:26]([O:28][C:29]([CH3:35])([CH3:34])[C:30]([Cl:33])([Cl:32])[Cl:31])=[O:27])[O:22][C@H:21](Br)[C@H:20]([NH:37][C:38]([O:40][CH2:41][C:42]([Cl:45])([Cl:44])[Cl:43])=[O:39])[C@H:19]2[O:46][C:47](=[O:75])[CH2:48][C@H:49]([O:61][C:62](=[O:74])[CH2:63][CH2:64][CH2:65][CH2:66][CH2:67][CH2:68][CH2:69][CH2:70][CH2:71][CH2:72][CH3:73])[CH2:50][CH2:51][CH2:52][CH2:53][CH2:54][CH2:55][CH2:56][CH2:57][CH2:58][CH2:59][CH3:60])([O:10][C:11]2[CH:16]=[CH:15][CH:14]=[CH:13][CH:12]=2)=[O:9])[CH:6]=[CH:5][CH:4]=[CH:3][CH:2]=1.[C:76]([O:89][C@H:90]([CH2:101][CH2:102][CH2:103][CH2:104][CH2:105][CH2:106][CH2:107][CH2:108][CH2:109][CH2:110][CH3:111])[CH2:91][C:92]([N:94]1[CH2:98][CH2:97][CH2:96][C@H:95]1[CH2:99][OH:100])=[O:93])(=[O:88])[CH2:77][CH2:78][CH2:79][CH2:80][CH2:81][CH2:82][CH2:83][CH2:84][CH2:85][CH2:86][CH3:87].[Hg](C#N)C#N. The catalyst is ClCCCl.C(Cl)Cl. The product is [C:1]1([O:7][P:8]([O:17][C@@H:18]2[C@@H:23]([CH2:24][O:25][C:26]([O:28][C:29]([CH3:34])([CH3:35])[C:30]([Cl:32])([Cl:31])[Cl:33])=[O:27])[O:22][C@@H:21]([O:100][CH2:99][C@@H:95]3[CH2:96][CH2:97][CH2:98][N:94]3[C:92](=[O:93])[CH2:91][C@H:90]([O:89][C:76](=[O:88])[CH2:77][CH2:78][CH2:79][CH2:80][CH2:81][CH2:82][CH2:83][CH2:84][CH2:85][CH2:86][CH3:87])[CH2:101][CH2:102][CH2:103][CH2:104][CH2:105][CH2:106][CH2:107][CH2:108][CH2:109][CH2:110][CH3:111])[C@H:20]([NH:37][C:38]([O:40][CH2:41][C:42]([Cl:43])([Cl:44])[Cl:45])=[O:39])[C@H:19]2[O:46][C:47](=[O:75])[CH2:48][C@H:49]([O:61][C:62](=[O:74])[CH2:63][CH2:64][CH2:65][CH2:66][CH2:67][CH2:68][CH2:69][CH2:70][CH2:71][CH2:72][CH3:73])[CH2:50][CH2:51][CH2:52][CH2:53][CH2:54][CH2:55][CH2:56][CH2:57][CH2:58][CH2:59][CH3:60])([O:10][C:11]2[CH:12]=[CH:13][CH:14]=[CH:15][CH:16]=2)=[O:9])[CH:2]=[CH:3][CH:4]=[CH:5][CH:6]=1. The yield is 0.820. (4) The reactants are CC(S[CH:7](S(C)=O)[CH3:8])S(C)=O.C([Li])CCC.[CH2:17]([O:19][C:20](=[O:38])[C:21](=[CH:27][C:28]1[CH:33]=[CH:32][C:31]([O:34][CH3:35])=[C:30]([O:36][CH3:37])[CH:29]=1)[C:22]([O:24][CH2:25][CH3:26])=[O:23])[CH3:18].[Cl-].[NH4+].[CH:41]([O-])([O-:45])[O:42][CH2:43][CH3:44].S(=O)(=O)(O)O.C(=O)(O)[O-].[Na+]. The yield is 0.795. The product is [CH2:25]([O:24][C:22](=[O:23])[CH:21]([C:20]([O:19][CH2:17][CH3:18])=[O:38])[CH:27]([C:28]1[CH:33]=[CH:32][C:31]([O:34][CH3:35])=[C:30]([O:36][CH3:37])[CH:29]=1)[CH:41]([O:45][CH2:7][CH3:8])[O:42][CH2:43][CH3:44])[CH3:26]. The catalyst is O1CCCC1.CCCCCC.C(O)C.